This data is from Forward reaction prediction with 1.9M reactions from USPTO patents (1976-2016). The task is: Predict the product of the given reaction. (1) Given the reactants [CH3:1][O:2][C:3](=[O:12])[C:4]1[CH:9]=[C:8](Br)[CH:7]=[CH:6][C:5]=1[NH2:11].[F:13][C:14]([F:25])([F:24])[C:15]1[CH:20]=[CH:19][C:18](B(O)O)=[CH:17][CH:16]=1.[CH3:26][O:27][C:28](=[O:46])[C@@H:29]([NH2:45])[CH2:30][C:31]1[CH:36]=[CH:35][C:34]([C:37]2[CH:42]=[CH:41][C:40]([F:43])=[C:39]([Cl:44])[CH:38]=2)=[CH:33][CH:32]=1, predict the reaction product. The product is: [CH3:1][O:2][C:3]([C:4]1[CH:9]=[C:8]([C:18]2[CH:19]=[CH:20][C:15]([C:14]([F:25])([F:24])[F:13])=[CH:16][CH:17]=2)[CH:7]=[CH:6][C:5]=1[NH2:11])=[O:12].[CH3:26][O:27][C:28](=[O:46])[C@@H:29]([NH:45][C:3]([C:4]1[CH:9]=[C:8]([C:18]2[CH:19]=[CH:20][C:15]([C:14]([F:25])([F:24])[F:13])=[CH:16][CH:17]=2)[CH:7]=[CH:6][C:5]=1[NH2:11])=[O:12])[CH2:30][C:31]1[CH:36]=[CH:35][C:34]([C:37]2[CH:42]=[CH:41][C:40]([F:43])=[C:39]([Cl:44])[CH:38]=2)=[CH:33][CH:32]=1. (2) Given the reactants [O:1]1[CH:5]=[CH:4][C:3]([C:6]2[C:15]3[C:16](=[O:19])[O:17][CH2:18][C:14]=3[C:13]([OH:20])=[C:12]3[C:7]=2[CH:8]=[C:9]([O:23][CH3:24])[C:10]([O:21][CH3:22])=[CH:11]3)=[CH:2]1.IC.[C:27](=O)([O-])[O-].[K+].[K+].[Cl-].[NH4+], predict the reaction product. The product is: [O:1]1[CH:5]=[CH:4][C:3]([C:6]2[C:15]3[C:16](=[O:19])[O:17][CH2:18][C:14]=3[C:13]([O:20][CH3:27])=[C:12]3[C:7]=2[CH:8]=[C:9]([O:23][CH3:24])[C:10]([O:21][CH3:22])=[CH:11]3)=[CH:2]1.